This data is from Forward reaction prediction with 1.9M reactions from USPTO patents (1976-2016). The task is: Predict the product of the given reaction. (1) Given the reactants [CH2:1]([O:8][C:9]1[CH:26]=[CH:25][C:24]2[C@@H:23]3[C@H:14]([C@H:15]4[C@@:19]([CH2:21][CH2:22]3)([CH3:20])[C:18]3(OCC[O:27]3)[CH:17]=[CH:16]4)[CH2:13][CH2:12][C:11]=2[CH:10]=1)[C:2]1[CH:7]=[CH:6][CH:5]=[CH:4][CH:3]=1.CC1C=CC(S(O)(=O)=O)=CC=1.C([O-])(O)=O.[Na+], predict the reaction product. The product is: [CH2:1]([O:8][C:9]1[CH:26]=[CH:25][C:24]2[C@@H:23]3[C@H:14]([C@H:15]4[C@@:19]([CH2:21][CH2:22]3)([CH3:20])[C:18](=[O:27])[CH:17]=[CH:16]4)[CH2:13][CH2:12][C:11]=2[CH:10]=1)[C:2]1[CH:3]=[CH:4][CH:5]=[CH:6][CH:7]=1. (2) Given the reactants [NH:1]1[C:9]2[C:4](=[CH:5][C:6]([C:10]([O:12][CH3:13])=[O:11])=[CH:7][CH:8]=2)[CH:3]=[CH:2]1.[C:14](=O)([O:25]C1C=CC([N+]([O-])=O)=CC=1)[O:15][C:16]1[CH:21]=[CH:20][C:19]([N+:22]([O-:24])=[O:23])=[CH:18][CH:17]=1.[H-].[Na+].CC(O)=O, predict the reaction product. The product is: [N:1]1([C:14]([O:15][C:16]2[CH:17]=[CH:18][C:19]([N+:22]([O-:24])=[O:23])=[CH:20][CH:21]=2)=[O:25])[C:9]2[C:4](=[CH:5][C:6]([C:10]([O:12][CH3:13])=[O:11])=[CH:7][CH:8]=2)[CH:3]=[CH:2]1. (3) Given the reactants [CH:1]1([N:5]2[CH2:11][CH2:10][C:9]3[S:12][C:13](I)=[N:14][C:8]=3[CH2:7][CH2:6]2)[CH2:4][CH2:3][CH2:2]1.CC1(C)C(C)(C)OB([C:24]2[CH:29]=[CH:28][C:27]([N:30]3[CH2:35][CH2:34][O:33][CH2:32][CH2:31]3)=[CH:26][CH:25]=2)O1.C(=O)([O-])[O-].[Na+].[Na+].Cl, predict the reaction product. The product is: [CH:1]1([N:5]2[CH2:11][CH2:10][C:9]3[S:12][C:13]([C:24]4[CH:25]=[CH:26][C:27]([N:30]5[CH2:31][CH2:32][O:33][CH2:34][CH2:35]5)=[CH:28][CH:29]=4)=[N:14][C:8]=3[CH2:7][CH2:6]2)[CH2:4][CH2:3][CH2:2]1. (4) Given the reactants O.[NH2:2][NH2:3].[CH:4](=O)[CH:5]=[CH:6][C:7]1[CH:12]=[CH:11][CH:10]=[CH:9][CH:8]=1, predict the reaction product. The product is: [C:7]1([CH:6]2[NH:3][N:2]=[CH:4][CH2:5]2)[CH:12]=[CH:11][CH:10]=[CH:9][CH:8]=1. (5) Given the reactants [CH:1]1[CH:6]=[CH:5][CH:4]=[CH:3][CH:2]=1.[CH:7](O)([CH3:9])[CH3:8], predict the reaction product. The product is: [CH2:2]=[CH:1][CH3:6].[C:1]1([CH:7]([CH3:9])[CH3:8])[CH:6]=[CH:5][CH:4]=[CH:3][CH:2]=1. (6) Given the reactants [Cl:1][CH2:2][C:3]1[CH:11]=[CH:10][C:6]([C:7]([OH:9])=O)=[CH:5][C:4]=1[N+:12]([O-:14])=[O:13].[NH:15]1[CH2:20][CH2:19][CH:18]([C:21]2[CH:28]=[CH:27][C:24]([C:25]#[N:26])=[CH:23][CH:22]=2)[CH2:17][CH2:16]1.NC1C=C(C=CC=1C)C(N1CCC(C2C=CC(C#N)=CC=2)CC1)=O, predict the reaction product. The product is: [Cl:1][CH2:2][C:3]1[CH:11]=[CH:10][C:6]([C:7]([N:15]2[CH2:20][CH2:19][CH:18]([C:21]3[CH:28]=[CH:27][C:24]([C:25]#[N:26])=[CH:23][CH:22]=3)[CH2:17][CH2:16]2)=[O:9])=[CH:5][C:4]=1[N+:12]([O-:14])=[O:13]. (7) Given the reactants [C:1]([O:6][CH:7]([O:9][C:10]([NH:12][CH2:13][C:14]1([CH2:20][C:21]([O:23]CC=C)=[O:22])[CH2:19][CH2:18][CH2:17][CH2:16][CH2:15]1)=[O:11])[CH3:8])(=[O:5])[CH:2]([CH3:4])[CH3:3].C([O-])=O.[NH4+], predict the reaction product. The product is: [C:1]([O:6][CH:7]([O:9][C:10]([NH:12][CH2:13][C:14]1([CH2:20][C:21]([OH:23])=[O:22])[CH2:19][CH2:18][CH2:17][CH2:16][CH2:15]1)=[O:11])[CH3:8])(=[O:5])[CH:2]([CH3:4])[CH3:3].